Dataset: Full USPTO retrosynthesis dataset with 1.9M reactions from patents (1976-2016). Task: Predict the reactants needed to synthesize the given product. Given the product [CH3:1][N:2]1[C:10](=[O:11])[C:9]2[N:8]3[CH:12]=[CH:13][N:14]=[C:7]3[C:6]3[N:15]([C:22]([O:24][C:25]([CH3:27])([CH3:26])[CH3:28])=[O:23])[C:16]4[N:21]=[CH:20][CH:19]=[CH:18][C:17]=4[C:5]=3[C:4]=2[C:3]1=[O:29], predict the reactants needed to synthesize it. The reactants are: [CH3:1][N:2]1[C:10](=[O:11])[CH:9]2[CH:4]([C:5]3[C:17]4[CH:18]=[CH:19][CH:20]=[N:21][C:16]=4[N:15]([C:22]([O:24][C:25]([CH3:28])([CH3:27])[CH3:26])=[O:23])[C:6]=3[C:7]3[N:8]2[CH:12]=[CH:13][N:14]=3)[C:3]1=[O:29].